This data is from Reaction yield outcomes from USPTO patents with 853,638 reactions. The task is: Predict the reaction yield, written as a fraction of the theoretical maximum amount of product (1.0 means a 100% yield; for example, 0.34 means a 34% yield). (1) The reactants are [P:1]([O-:43])([O-:42])([O:3][C:4](C(C)(C)C)(C(C)(C)C)[N:5]1[CH:10]=[CH:9][C:8]([NH:11][C:12](=[O:32])[C:13]2[CH:18]=[CH:17][C:16]([C:19]([F:22])([F:21])[F:20])=[CH:15][C:14]=2[O:23][C:24]2[CH:29]=[CH:28][C:27]([F:30])=[CH:26][C:25]=2[CH3:31])=[CH:7][C:6]1=[O:33])=[O:2].C(O)(=O)C. The catalyst is C(#N)C.O. The product is [P:1]([OH:43])([OH:42])([O:3][CH2:4][N:5]1[CH:10]=[CH:9][C:8]([NH:11][C:12](=[O:32])[C:13]2[CH:18]=[CH:17][C:16]([C:19]([F:20])([F:22])[F:21])=[CH:15][C:14]=2[O:23][C:24]2[CH:29]=[CH:28][C:27]([F:30])=[CH:26][C:25]=2[CH3:31])=[CH:7][C:6]1=[O:33])=[O:2]. The yield is 0.490. (2) The reactants are [N+:1]([C:4]1[CH:9]=[CH:8][C:7]([C@@H:10]([CH3:14])[C:11]([NH2:13])=[O:12])=[CH:6][CH:5]=1)([O-])=O.C([O-])=O.[NH4+]. The catalyst is C1COCC1.CO.[Pd]. The product is [NH2:1][C:4]1[CH:5]=[CH:6][C:7]([C@@H:10]([CH3:14])[C:11]([NH2:13])=[O:12])=[CH:8][CH:9]=1. The yield is 0.962. (3) The reactants are [F:1][C:2]([F:18])([F:17])[CH2:3][NH:4][CH:5]1[CH2:11][CH2:10][C:9]2[CH:12]=[C:13]([NH2:16])[CH:14]=[CH:15][C:8]=2[CH2:7][CH2:6]1.Cl[C:20]1[N:25]=[C:24]([NH:26][C:27]2[CH:32]=[CH:31][CH:30]=[CH:29][C:28]=2[O:33][CH3:34])[C:23]([Cl:35])=[CH:22][N:21]=1. No catalyst specified. The product is [Cl:35][C:23]1[C:24]([NH:26][C:27]2[CH:32]=[CH:31][CH:30]=[CH:29][C:28]=2[O:33][CH3:34])=[N:25][C:20]([NH:16][C:13]2[CH:14]=[CH:15][C:8]3[CH2:7][CH2:6][CH:5]([NH:4][CH2:3][C:2]([F:17])([F:18])[F:1])[CH2:11][CH2:10][C:9]=3[CH:12]=2)=[N:21][CH:22]=1. The yield is 0.230. (4) The reactants are [CH3:1][O:2][C:3]1[CH:12]=[C:11]([O:13][CH3:14])[CH:10]=[C:9]2[C:4]=1[C:5](=[O:27])[NH:6][C:7]([C:15]1[CH:20]=[CH:19][C:18]([N:21]3[CH2:26][CH2:25][NH:24][CH2:23][CH2:22]3)=[CH:17][CH:16]=1)=[N:8]2.CCN(CC)CC.[F:35][C:36]1[CH:44]=[CH:43][C:39]([C:40](Cl)=[O:41])=[CH:38][CH:37]=1. The catalyst is C(Cl)Cl. The product is [F:35][C:36]1[CH:44]=[CH:43][C:39]([C:40]([N:24]2[CH2:23][CH2:22][N:21]([C:18]3[CH:19]=[CH:20][C:15]([C:7]4[NH:6][C:5](=[O:27])[C:4]5[C:9](=[CH:10][C:11]([O:13][CH3:14])=[CH:12][C:3]=5[O:2][CH3:1])[N:8]=4)=[CH:16][CH:17]=3)[CH2:26][CH2:25]2)=[O:41])=[CH:38][CH:37]=1. The yield is 0.450. (5) The reactants are O=[C:2]([CH:7]1[CH2:12][CH2:11][CH2:10][CH2:9][C:8]1=O)[C:3]([O:5][CH3:6])=[O:4].O.[NH2:15][NH2:16]. The catalyst is C(O)(=O)C. The product is [NH:15]1[C:8]2[CH2:9][CH2:10][CH2:11][CH2:12][C:7]=2[C:2]([C:3]([O:5][CH3:6])=[O:4])=[N:16]1. The yield is 0.630. (6) The reactants are C(Cl)CCl.Cl.[O:6]=[C:7]1[NH:16][C:15]2[N:14]=[CH:13][C:12](/[CH:17]=[CH:18]/[C:19]([OH:21])=O)=[CH:11][C:10]=2[CH2:9][CH2:8]1.[OH:22][CH2:23][CH2:24][N:25]1[C:33]2[C:28](=[CH:29][CH:30]=[CH:31][CH:32]=2)[C:27]([CH2:34][NH:35][CH3:36])=[CH:26]1.C1C=CC2N(O)N=NC=2C=1.O.C(N(C(C)C)CC)(C)C. The catalyst is CN(C=O)C. The product is [OH:22][CH2:23][CH2:24][N:25]1[C:33]2[C:28](=[CH:29][CH:30]=[CH:31][CH:32]=2)[C:27]([CH2:34][N:35]([CH3:36])[C:19](=[O:21])/[CH:18]=[CH:17]/[C:12]2[CH:13]=[N:14][C:15]3[NH:16][C:7](=[O:6])[CH2:8][CH2:9][C:10]=3[CH:11]=2)=[CH:26]1. The yield is 0.270. (7) The reactants are Cl[C:2]1[CH:7]=[C:6]([C:8]2[CH:13]=[C:12]([Cl:14])[CH:11]=[CH:10][C:9]=2[CH3:15])[N:5]=[C:4]([NH2:16])[N:3]=1.[F:17][C:18]([F:27])([F:26])[C:19]1[CH:24]=[CH:23][C:22]([NH2:25])=[CH:21][CH:20]=1. No catalyst specified. The product is [Cl:14][C:12]1[CH:11]=[CH:10][C:9]([CH3:15])=[C:8]([C:6]2[N:5]=[C:4]([NH2:16])[N:3]=[C:2]([NH:25][C:22]3[CH:23]=[CH:24][C:19]([C:18]([F:17])([F:26])[F:27])=[CH:20][CH:21]=3)[CH:7]=2)[CH:13]=1. The yield is 0.460. (8) The reactants are [CH2:1](Br)[C:2]1[CH:7]=[CH:6][CH:5]=[CH:4][CH:3]=1.[CH3:9][O:10][C:11]1[CH:12]=[C:13]([CH:18]=[C:19]([O:24][CH3:25])[C:20]=1[CH:21]([CH3:23])[CH3:22])[C:14]([O:16]C)=O.O.Cl. The catalyst is CCOCC. The product is [CH3:25][O:24][C:19]1[CH:18]=[C:13]([C:14]([OH:16])([CH2:1][C:2]2[CH:7]=[CH:6][CH:5]=[CH:4][CH:3]=2)[CH2:1][C:2]2[CH:7]=[CH:6][CH:5]=[CH:4][CH:3]=2)[CH:12]=[C:11]([O:10][CH3:9])[C:20]=1[CH:21]([CH3:23])[CH3:22]. The yield is 0.790.